This data is from Catalyst prediction with 721,799 reactions and 888 catalyst types from USPTO. The task is: Predict which catalyst facilitates the given reaction. (1) Reactant: [C:1]([O:5][C:6](=[O:33])[NH:7][CH:8]([C:28]1[NH:29][CH:30]=[CH:31][N:32]=1)[CH2:9][C:10]1[CH:18]=[C:17]([CH3:19])[C:16]2[C:12](=[CH:13][N:14]([CH2:20][O:21][CH2:22][CH2:23][Si:24]([CH3:27])([CH3:26])[CH3:25])[N:15]=2)[CH:11]=1)([CH3:4])([CH3:3])[CH3:2].Cl[CH2:35][C:36]1[CH:41]=[CH:40][CH:39]=[CH:38][N:37]=1.C(=O)([O-])[O-].[Cs+].[Cs+]. Product: [CH3:19][C:17]1[C:16]2[C:12](=[CH:13][N:14]([CH2:20][O:21][CH2:22][CH2:23][Si:24]([CH3:25])([CH3:27])[CH3:26])[N:15]=2)[CH:11]=[C:10]([CH2:9][CH:8]([NH:7][C:6](=[O:33])[O:5][C:1]([CH3:4])([CH3:2])[CH3:3])[C:28]2[N:29]([CH2:35][C:36]3[CH:41]=[CH:40][CH:39]=[CH:38][N:37]=3)[CH:30]=[CH:31][N:32]=2)[CH:18]=1. The catalyst class is: 9. (2) Reactant: Cl.[Cl:2][CH2:3][CH2:4][N:5]1[CH2:10][CH2:9][O:8][CH2:7][CH2:6]1.C(=O)([O-])[O-].[K+].[K+].[F:17][C:18]1[CH:57]=[CH:56][C:21]([CH2:22][N:23]2[C:32](=[O:33])[C:31]3[C:26](=[CH:27][CH:28]=[C:29]([C:34]([C:36]4[N:40]5[CH:41]=[CH:42][CH:43]=[CH:44][C:39]5=[C:38]([C:45]5[CH:46]=[C:47]([CH:51]=[CH:52][CH:53]=5)[C:48]([OH:50])=[O:49])[N:37]=4)=[O:35])[CH:30]=3)[N:25]([CH3:54])[C:24]2=[O:55])=[CH:20][CH:19]=1.O. Product: [ClH:2].[F:17][C:18]1[CH:57]=[CH:56][C:21]([CH2:22][N:23]2[C:32](=[O:33])[C:31]3[C:26](=[CH:27][CH:28]=[C:29]([C:34]([C:36]4[N:40]5[CH:41]=[CH:42][CH:43]=[CH:44][C:39]5=[C:38]([C:45]5[CH:46]=[C:47]([CH:51]=[CH:52][CH:53]=5)[C:48]([O:50][CH2:3][CH2:4][N:5]5[CH2:10][CH2:9][O:8][CH2:7][CH2:6]5)=[O:49])[N:37]=4)=[O:35])[CH:30]=3)[N:25]([CH3:54])[C:24]2=[O:55])=[CH:20][CH:19]=1. The catalyst class is: 215. (3) Reactant: C([O:8][C:9]1[CH:14]=[CH:13][C:12]([C:15]2[C:20]([N+:21]([O-:23])=[O:22])=[CH:19][CH:18]=[CH:17][C:16]=2[C:24]2[CH:29]=[CH:28][N:27]=[CH:26][CH:25]=2)=[CH:11][CH:10]=1)C1C=CC=CC=1.FC(F)(F)C(O)=O. Product: [N+:21]([C:20]1[CH:19]=[CH:18][CH:17]=[C:16]([C:24]2[CH:25]=[CH:26][N:27]=[CH:28][CH:29]=2)[C:15]=1[C:12]1[CH:13]=[CH:14][C:9]([OH:8])=[CH:10][CH:11]=1)([O-:23])=[O:22]. The catalyst class is: 2. (4) Reactant: [NH2:1][C:2]1[C:7]([C:8]2[CH:17]=[CH:16][C:11]([C:12]([O:14]C)=[O:13])=[C:10]([F:18])[CH:9]=2)=[CH:6][C:5]([Br:19])=[CH:4][N:3]=1.[Li+].[OH-].Cl.CCOC(C)=O. Product: [NH2:1][C:2]1[C:7]([C:8]2[CH:17]=[CH:16][C:11]([C:12]([OH:14])=[O:13])=[C:10]([F:18])[CH:9]=2)=[CH:6][C:5]([Br:19])=[CH:4][N:3]=1. The catalyst class is: 36. (5) Product: [Br:1][C:2]1[N:3]=[CH:4][N:5]([NH:16][C:14](=[O:15])[O:13][C:9]([CH3:12])([CH3:11])[CH3:10])[CH:6]=1. The catalyst class is: 3. Reactant: [Br:1][C:2]1[N:3]=[CH:4][NH:5][CH:6]=1.[H-].[Na+].[C:9]([O:13][C:14]([N:16]1C(C2C=CC(C#N)=CC=2)O1)=[O:15])([CH3:12])([CH3:11])[CH3:10]. (6) Reactant: [Cl:1][C:2]1[CH:7]=[CH:6][C:5]([S:8][C:9]2[C:17]3[C:12](=[CH:13][CH:14]=[CH:15][C:16]=3[NH:18][C:19](=[O:21])[CH3:20])[NH:11][C:10]=2[CH3:22])=[CH:4][CH:3]=1.C(=O)([O-])[O-].[K+].[K+].CC(C)=O.Br[CH2:34][C:35]([O:37][CH2:38][CH3:39])=[O:36]. Product: [CH2:38]([O:37][C:35](=[O:36])[CH2:34][N:11]1[C:12]2[C:17](=[C:16]([NH:18][C:19](=[O:21])[CH3:20])[CH:15]=[CH:14][CH:13]=2)[C:9]([S:8][C:5]2[CH:4]=[CH:3][C:2]([Cl:1])=[CH:7][CH:6]=2)=[C:10]1[CH3:22])[CH3:39]. The catalyst class is: 6.